This data is from Forward reaction prediction with 1.9M reactions from USPTO patents (1976-2016). The task is: Predict the product of the given reaction. (1) Given the reactants Cl.[CH2:2]([NH2:11])[C:3]([C:5]1[CH:10]=[CH:9][CH:8]=[CH:7][CH:6]=1)=O.[CH3:12][S:13]([CH2:16][C:17](=O)[CH3:18])(=[O:15])=[O:14].C([O-])(=O)C.[Na+], predict the reaction product. The product is: [CH3:12][S:13]([C:16]1[C:3]([C:5]2[CH:10]=[CH:9][CH:8]=[CH:7][CH:6]=2)=[CH:2][NH:11][C:17]=1[CH3:18])(=[O:15])=[O:14]. (2) Given the reactants Cl[C:2]1[C:3]2[C:4](=[CH:13][N:14](CC3C=CC(OC)=CC=3)[N:15]=2)[N:5]=[C:6]([C:8]2[O:9][CH:10]=[CH:11][N:12]=2)[N:7]=1.[CH3:25][O:26][C:27]1[CH:28]=[C:29]([CH:31]=[CH:32][C:33]=1[O:34][CH3:35])[NH2:30].Cl, predict the reaction product. The product is: [CH3:25][O:26][C:27]1[CH:28]=[C:29]([NH:30][C:2]2[C:3]3[NH:15][N:14]=[CH:13][C:4]=3[N:5]=[C:6]([C:8]3[O:9][CH:10]=[CH:11][N:12]=3)[N:7]=2)[CH:31]=[CH:32][C:33]=1[O:34][CH3:35].